The task is: Predict which catalyst facilitates the given reaction.. This data is from Catalyst prediction with 721,799 reactions and 888 catalyst types from USPTO. Reactant: [Cl:1][C:2]1[CH:7]=[CH:6][C:5]([CH2:8][CH2:9][CH2:10][NH:11][C@@H:12]2[CH2:16][CH2:15][CH2:14][C@H:13]2[NH:17][S:18]([C:21]2[CH:26]=[CH:25][C:24]([N+:27]([O-:29])=[O:28])=[CH:23][CH:22]=2)(=[O:20])=[O:19])=[CH:4][CH:3]=1.CCN(CC)CC.[C:37](O[C:37]([O:39][C:40]([CH3:43])([CH3:42])[CH3:41])=[O:38])([O:39][C:40]([CH3:43])([CH3:42])[CH3:41])=[O:38]. Product: [C:40]([O:39][C:37](=[O:38])[N:11]([CH2:10][CH2:9][CH2:8][C:5]1[CH:6]=[CH:7][C:2]([Cl:1])=[CH:3][CH:4]=1)[C@@H:12]1[CH2:16][CH2:15][CH2:14][C@H:13]1[NH:17][S:18]([C:21]1[CH:22]=[CH:23][C:24]([N+:27]([O-:29])=[O:28])=[CH:25][CH:26]=1)(=[O:19])=[O:20])([CH3:43])([CH3:42])[CH3:41]. The catalyst class is: 2.